This data is from Reaction yield outcomes from USPTO patents with 853,638 reactions. The task is: Predict the reaction yield, written as a fraction of the theoretical maximum amount of product (1.0 means a 100% yield; for example, 0.34 means a 34% yield). (1) The reactants are [O:1]1[CH:6]=[CH:5][CH2:4][CH2:3][CH2:2]1.[CH3:7][C:8]1[CH:9]=[CH:10][C:11](S(O)(=O)=O)=[CH:12][CH:13]=1.[OH2:18].Cl[CH2:20]Cl. No catalyst specified. The product is [C:13]([CH:12]([O:18][CH:6]1[CH2:5][CH2:4][CH2:3][CH2:2][O:1]1)[CH2:11][CH2:10][CH2:9][CH2:8][CH3:7])#[CH:20]. The yield is 0.850. (2) The reactants are C[CH:2]1[C@H:8]2[N:9]([CH3:10])[C@H:5]([CH2:6][CH2:7]2)[C:4](=[N:11][CH2:12][C:13]2[CH:18]=[CH:17][CH:16]=[CH:15][CH:14]=2)[CH2:3]1.[CH3:19][O:20][C:21]1[CH:26]=[CH:25][C:24]([CH2:27][C:28](Cl)=[O:29])=[CH:23][CH:22]=1.Cl[CH2:32]Cl. The product is [CH3:19][O:20][C:21]1[CH:26]=[CH:25][C:24]([CH2:27][C:28]([N:11]([CH2:12][C:13]2[CH:14]=[CH:15][C:16]([CH3:32])=[CH:17][CH:18]=2)[C:4]2[C@H:5]3[N:9]([CH3:10])[C@H:8]([CH2:7][CH2:6]3)[CH2:2][CH:3]=2)=[O:29])=[CH:23][CH:22]=1. No catalyst specified. The yield is 0.180. (3) The reactants are [CH2:1]([O:3][C:4]1[CH:9]=[C:8]([C:10]([CH3:14])([CH3:13])[CH2:11][OH:12])[CH:7]=[CH:6][C:5]=1[I:15])[CH3:2].[H-].[Na+].I[CH3:19]. The catalyst is O1CCCC1. The product is [CH2:1]([O:3][C:4]1[CH:9]=[C:8]([C:10]([CH3:14])([CH3:13])[CH2:11][O:12][CH3:19])[CH:7]=[CH:6][C:5]=1[I:15])[CH3:2]. The yield is 0.850. (4) The reactants are S(Cl)([Cl:3])=O.[CH2:5]([N:7]1[C:11]2=[N:12][C:13]([CH2:25][CH3:26])=[C:14]([CH2:23]O)[C:15]([NH:16][CH:17]3[CH2:22][CH2:21][O:20][CH2:19][CH2:18]3)=[C:10]2[CH:9]=[N:8]1)[CH3:6]. No catalyst specified. The yield is 0.600. The product is [Cl:3][CH2:23][C:14]1[C:13]([CH2:25][CH3:26])=[N:12][C:11]2[N:7]([CH2:5][CH3:6])[N:8]=[CH:9][C:10]=2[C:15]=1[NH:16][CH:17]1[CH2:22][CH2:21][O:20][CH2:19][CH2:18]1. (5) The reactants are [OH:1][C:2]1[CH:7]=[CH:6][C:5]([Cl:8])=[CH:4][C:3]=1[S:9]([N:12]1[CH2:16][CH2:15][CH2:14][CH2:13]1)(=[O:11])=[O:10].[OH2:17].Cl[C:19](Cl)(Cl)[C:20]([CH3:23])(O)[CH3:21].[OH-:26].[Na+]. The catalyst is CC(C)=O. The product is [Cl:8][C:5]1[CH:6]=[CH:7][C:2]([O:1][C:20]([CH3:23])([CH3:21])[C:19]([OH:26])=[O:17])=[C:3]([S:9]([N:12]2[CH2:13][CH2:14][CH2:15][CH2:16]2)(=[O:11])=[O:10])[CH:4]=1. The yield is 0.270. (6) The reactants are [F:1][C:2]([F:11])([F:10])[C:3]1[CH:8]=[CH:7][C:6](Br)=[CH:5][CH:4]=1.P([O-])([O-])([O-])=[O:13].[K+].[K+].[K+].[C:20]1(P([C:20]2[CH:25]=[CH:24][CH:23]=[CH:22][CH:21]=2)[C:20]2[CH:25]=[CH:24][CH:23]=[CH:22][CH:21]=2)[CH:25]=[CH:24][CH:23]=[CH:22][CH:21]=1. The catalyst is C([O-])(=O)C.[Pd+2].C([O-])(=O)C. The product is [F:1][C:2]([F:11])([F:10])[C:3]1[CH:8]=[CH:7][C:6]([C:21]2[CH:22]=[CH:23][CH:24]=[CH:25][C:20]=2[OH:13])=[CH:5][CH:4]=1. The yield is 0.900. (7) The reactants are [Br:1][C:2]1[CH:3]=[C:4]2[C:15](=[CH:16][CH:17]=1)[O:14][C:7]1[C:8]([F:13])=[N:9][C:10]([Cl:12])=[CH:11][C:6]=1[C:5]2([CH3:19])O.Cl.O1CCOCC1.C([O-])([O-])=O.[K+].[K+]. The catalyst is C1COCC1. The product is [Br:1][C:2]1[CH:3]=[C:4]2[C:15](=[CH:16][CH:17]=1)[O:14][C:7]1[C:8]([F:13])=[N:9][C:10]([Cl:12])=[CH:11][C:6]=1[C:5]2=[CH2:19]. The yield is 0.696.